This data is from Experimentally validated miRNA-target interactions with 360,000+ pairs, plus equal number of negative samples. The task is: Binary Classification. Given a miRNA mature sequence and a target amino acid sequence, predict their likelihood of interaction. (1) The protein sequence of the target gene is MTHETTTLISLKEAMKRVDNKLRALDTQFKELDVTKDNLTLRFEHHSKTLASQAAQDEIWTAALALGFTSMELNIVYSYVIEVLICLHTRMLQKLPDLVRSLPTLASVLRRKAKNKHVRLVWESVLQEYGLQERDVSALCTFFIVHGNKGEHYAANVRRMYIKDVSFMITNMVKNQALQDGLLRAVQIIEKGKQAQDPENSRAPLKELMPPVKD. Result: 1 (interaction). The miRNA is mmu-miR-876-5p with sequence UGGAUUUCUCUGUGAAUCACUA. (2) The miRNA is mmu-miR-3970 with sequence GAGGUUGUAGUUUGUGCUUU. The protein sequence of the target gene is MKKFNFRKVLDGLTASSPGSGSSSGSNSGGAGSGSVHPGGTAGLPREEIQESLTSDYFQICKTVRHGFPYQPTALAFDPVQKILAIGTRTGAIRILGRPGVDCYCQHESGAAVLQLQFLINEGALVSASSDDTLHLWNLRQKRPAILHSLKFNRERITYCHLPFQSKWLYVGTERGNTHIVNIESFILSGYVIMWNKAIELSTKTHPGPVVHLSDSPRDEGKLLIGYENGTVVFWDLKSKRAELRVYYDEAIHSIDWHHEGKQFMCSHSDGSLTLWNLKSPSRPFQTTVPHGKSQREGRK.... Result: 0 (no interaction). (3) The miRNA is mmu-miR-3471 with sequence UGAGAUCCAACUGUAAGGCAUU. The protein sequence of the target gene is MAQRSPQELFHEAAQQGILAQPQPWWKIQLFMWEPVLFGTWDGVFTSCMINIFGVVLFLRTGWLVGNTGVLLGLLLVSFVVLVALITVLSGIGVAEHGGISSGGVYSMISSVLGGQMGGTVGLLYVFGQCVAGAMYITGFAESISDLLGLGDIWAVRGISVAVLLALLGINLAGVKWIIRLQLLLLLLLAVSTLDFVVGSFTHLDPEHGFIGYSPELLQSNILPEYSPGESFFTVFGVFFPAATGVMAGFNMGGDLRDPADSVPLGSLAAVGVSWFLYIIFAFLLGAVCTREALRSDFLI.... Result: 1 (interaction). (4) The miRNA is cel-miR-392-3p with sequence UAUCAUCGAUCACGUGUGAUGA. The protein sequence of the target gene is MNGTANPLLDREEHCLRLGESFEKRPRASFHTIRYDFKPASIDTSCEGELQVGKGDEVTITLPHIPGSTPPMTVFKGNKRPYQKDCVLIINHDTGEYVLEKLSSSIQVKKTRAEGSSKIQARMEQQPTRPPQTSQPPPPPPPMPFRAPTKPPVGPKTSPLKDNPSPEPQLDDIKRELRAEVDIIEQMSSSSGSSSSDSESSSGSDDDSSSSGGEDNGPASPPQPSHQQPYNSRPAVANGTSRPQGSNQLMNTLRNDLQLSESGSDSDD. Result: 0 (no interaction). (5) The protein sequence of the target gene is MTKTTTCVYHFLVLNWYIFLNYHIPQIGRNEEKLREFHDGGRSKYLTLLNLLLQAIFFGVACLDDVLKRVIGRKDIKFVTSFRDLLFTTMAFPISTFVFLVFWTLFHYDRSLVYPKGLDDFFPAWVNHAMHTSIFPFSLFETILRPHNYPSKKLGLTLLGAFNFAYIIRILWRYVQTGNWVYPVFDSLSPLGIIIFFSAAYILVAGIYLFGEKINHWKWGAIAKPQMKKN. Result: 0 (no interaction). The miRNA is hsa-miR-3123 with sequence CAGAGAAUUGUUUAAUC. (6) The miRNA is hsa-miR-6866-5p with sequence UUAGAGGCUGGAAUAGAGAUUCU. The protein sequence of the target gene is MQRVNMIMAESPGLITICLLGYLLSAECTVFLDHENANKILNRPKRYNSGKLEEFVQGNLERECMEEKCSFEEAREVFENTERTTEFWKQYVDGDQCESNPCLNGGSCKDDINSYECWCPFGFEGKNCELDVTCNIKNGRCEQFCKNSADNKVVCSCTEGYRLAENQKSCEPAVPFPCGRVSVSQTSKLTRAETVFPDVDYVNSTEAETILDNITQSTQSFNDFTRVVGGEDAKPGQFPWQVVLNGKVDAFCGGSIVNEKWIVTAAHCVETGVKITVVAGEHNIEETEHTEQKRNVIRII.... Result: 0 (no interaction).